The task is: Predict the reactants needed to synthesize the given product.. This data is from Full USPTO retrosynthesis dataset with 1.9M reactions from patents (1976-2016). (1) Given the product [CH3:33][O:32][C:29]1[CH:30]=[CH:31][C:26]([CH2:25][N:20]2[CH:19]=[N:18][C:17]3[C:21]2=[N:22][CH:23]=[N:24][C:16]=3[NH:15][C@H:13]([C:4]2[N:3]=[C:2]([CH3:34])[C:11]3[C:6]([CH:5]=2)=[CH:7][CH:8]=[CH:9][C:10]=3[Cl:12])[CH3:14])=[CH:27][CH:28]=1, predict the reactants needed to synthesize it. The reactants are: Cl[C:2]1[C:11]2[C:6](=[CH:7][CH:8]=[CH:9][C:10]=2[Cl:12])[CH:5]=[C:4]([C@@H:13]([NH:15][C:16]2[N:24]=[CH:23][N:22]=[C:21]3[C:17]=2[N:18]=[CH:19][N:20]3[CH2:25][C:26]2[CH:31]=[CH:30][C:29]([O:32][CH3:33])=[CH:28][CH:27]=2)[CH3:14])[N:3]=1.[CH3:34]B(O)O.C([O-])([O-])=O.[Na+].[Na+]. (2) The reactants are: [O:1]=[C:2]1[C:10]2[CH:9]=[C:8]3[O:11][CH2:12][O:13][C:7]3=[CH:6][C:5]=2[CH2:4][N:3]1[CH2:14][CH2:15][CH:16]1[CH2:21][CH2:20][N:19]([C:22]([O:24][C:25]([CH3:28])([CH3:27])[CH3:26])=[O:23])[CH2:18][CH2:17]1.O1CCC[CH2:30]1.C([N-]C(C)C)(C)C.[Li+].IC. Given the product [CH3:30][CH:4]1[C:5]2[CH:6]=[C:7]3[O:13][CH2:12][O:11][C:8]3=[CH:9][C:10]=2[C:2](=[O:1])[N:3]1[CH2:14][CH2:15][CH:16]1[CH2:21][CH2:20][N:19]([C:22]([O:24][C:25]([CH3:28])([CH3:27])[CH3:26])=[O:23])[CH2:18][CH2:17]1, predict the reactants needed to synthesize it. (3) Given the product [I:1][C:2]1[N:3]=[C:4]([C:8]([NH:10][C@H:11]2[CH2:16][CH2:15][N:14]([C:17]3[S:18][C:19]([C:23]([OH:25])=[O:24])=[C:20]([CH3:22])[N:21]=3)[CH2:13][C@H:12]2[O:28][CH3:29])=[O:9])[NH:5][C:6]=1[I:7], predict the reactants needed to synthesize it. The reactants are: [I:1][C:2]1[N:3]=[C:4]([C:8]([NH:10][C@H:11]2[CH2:16][CH2:15][N:14]([C:17]3[S:18][C:19]([C:23]([O:25]CC)=[O:24])=[C:20]([CH3:22])[N:21]=3)[CH2:13][C@H:12]2[O:28][CH3:29])=[O:9])[NH:5][C:6]=1[I:7].[OH-].[Li+]. (4) Given the product [O:21]=[C:12]1[C:13]2[C:18](=[CH:17][CH:16]=[CH:15][CH:14]=2)[C:19](=[O:20])[N:11]1[C@H:4]([C:5]1[CH:10]=[CH:9][CH:8]=[CH:7][CH:6]=1)[CH2:3][CH2:2][N:36]1[CH2:37][CH2:38][CH:33]([C:29]2[CH:28]=[C:27]([NH:26][C:24](=[O:25])[CH:23]([CH3:22])[CH3:39])[CH:32]=[CH:31][CH:30]=2)[CH2:34][CH2:35]1, predict the reactants needed to synthesize it. The reactants are: Cl[CH2:2][CH2:3][C@H:4]([N:11]1[C:19](=[O:20])[C:18]2[C:13](=[CH:14][CH:15]=[CH:16][CH:17]=2)[C:12]1=[O:21])[C:5]1[CH:10]=[CH:9][CH:8]=[CH:7][CH:6]=1.[CH3:22][CH:23]([CH3:39])[C:24]([NH:26][C:27]1[CH:32]=[CH:31][CH:30]=[C:29]([CH:33]2[CH2:38][CH2:37][NH:36][CH2:35][CH2:34]2)[CH:28]=1)=[O:25].C([O-])([O-])=O.[K+].[K+].[Na+].[I-].